Predict the reactants needed to synthesize the given product. From a dataset of Full USPTO retrosynthesis dataset with 1.9M reactions from patents (1976-2016). Given the product [C:38]1([CH2:37][C@H:30]([NH:29][C:11](=[O:12])[C@@H:10]([NH:14][C:15](=[O:28])[C@@H:16]([NH:18][C:19](=[O:27])[CH2:20][N:21]2[CH2:22][CH2:23][O:24][CH2:25][CH2:26]2)[CH3:17])[CH2:9][C:6]2[CH:7]=[CH:8][C:3]([O:2][CH3:1])=[CH:4][CH:5]=2)[C:31]([C@@:33]2([CH3:36])[CH2:35][O:34]2)=[O:32])[CH2:42][CH2:41][CH2:40][CH:39]=1, predict the reactants needed to synthesize it. The reactants are: [CH3:1][O:2][C:3]1[CH:8]=[CH:7][C:6]([CH2:9][C@H:10]([NH:14][C:15](=[O:28])[C@@H:16]([NH:18][C:19](=[O:27])[CH2:20][N:21]2[CH2:26][CH2:25][O:24][CH2:23][CH2:22]2)[CH3:17])[C:11](O)=[O:12])=[CH:5][CH:4]=1.[NH2:29][C@@H:30]([CH2:37][C:38]1[CH2:42][CH2:41][CH2:40][CH:39]=1)[C:31]([C@@:33]1([CH3:36])[CH2:35][O:34]1)=[O:32].CN(C(ON1N=NC2C=CC=NC1=2)=[N+](C)C)C.F[P-](F)(F)(F)(F)F.CCN(C(C)C)C(C)C.